This data is from Peptide-MHC class I binding affinity with 185,985 pairs from IEDB/IMGT. The task is: Regression. Given a peptide amino acid sequence and an MHC pseudo amino acid sequence, predict their binding affinity value. This is MHC class I binding data. (1) The peptide sequence is TEGINKCTL. The MHC is HLA-B40:01 with pseudo-sequence HLA-B40:01. The binding affinity (normalized) is 0.373. (2) The peptide sequence is RDYVDRFYKTL. The MHC is Mamu-A11 with pseudo-sequence Mamu-A11. The binding affinity (normalized) is 0.160. (3) The peptide sequence is RVRPKKEVL. The MHC is HLA-B39:01 with pseudo-sequence HLA-B39:01. The binding affinity (normalized) is 0.0847. (4) The peptide sequence is SFFGPIGKLI. The MHC is HLA-A68:02 with pseudo-sequence HLA-A68:02. The binding affinity (normalized) is 0.229. (5) The peptide sequence is RVRQAWDTL. The MHC is HLA-B07:02 with pseudo-sequence HLA-B07:02. The binding affinity (normalized) is 0.898.